Dataset: Reaction yield outcomes from USPTO patents with 853,638 reactions. Task: Predict the reaction yield, written as a fraction of the theoretical maximum amount of product (1.0 means a 100% yield; for example, 0.34 means a 34% yield). The reactants are FC1C=C2C(C(I)=CN2S(C2C=CC=CC=2)(=O)=O)=CC=1.[F:21][C:22]1[CH:30]=[C:29]2[C:25]([C:26]([C:40]3[CH:41]=[CH:42][C:43]4[O:47][C:46]([CH3:48])=[N:45][C:44]=4[CH:49]=3)=[CH:27][N:28]2S(C2C=CC=CC=2)(=O)=O)=[CH:24][CH:23]=1. No catalyst specified. The product is [F:21][C:22]1[CH:30]=[C:29]2[C:25]([C:26]([C:40]3[CH:41]=[CH:42][C:43]4[O:47][C:46]([CH3:48])=[N:45][C:44]=4[CH:49]=3)=[CH:27][NH:28]2)=[CH:24][CH:23]=1. The yield is 0.390.